This data is from Rat liver microsome stability data. The task is: Regression/Classification. Given a drug SMILES string, predict its absorption, distribution, metabolism, or excretion properties. Task type varies by dataset: regression for continuous measurements (e.g., permeability, clearance, half-life) or binary classification for categorical outcomes (e.g., BBB penetration, CYP inhibition). Dataset: rlm. (1) The molecule is CN(C(=O)CNC(=O)c1cc(F)ccc1OCC(=O)Nc1ccc(I)cc1)c1ccc(F)cc1. The result is 1 (stable in rat liver microsomes). (2) The compound is Cc1c(Nc2c(C#N)cncc2C=Cc2ccc(CN3CCC(O)CC3)cc2)ccc2[nH]ccc12. The result is 0 (unstable in rat liver microsomes). (3) The drug is O=C(Nc1ccc(N2CCC(N3CCCCC3)CC2)c(C(=O)O)c1)c1ccc(Br)cc1. The result is 0 (unstable in rat liver microsomes). (4) The compound is CC(F)Cc1nc(CN2CCC(O[C@H]3CC[C@H](Oc4cnc(S(C)(=O)=O)cn4)CC3)CC2)no1. The result is 0 (unstable in rat liver microsomes). (5) The compound is Cc1nc(N)sc1-c1ccnc(Nc2ccc(N3CCOCC3)cc2)n1. The result is 0 (unstable in rat liver microsomes).